This data is from Reaction yield outcomes from USPTO patents with 853,638 reactions. The task is: Predict the reaction yield, written as a fraction of the theoretical maximum amount of product (1.0 means a 100% yield; for example, 0.34 means a 34% yield). (1) The reactants are [CH3:1][Si:2]([CH3:9])([CH3:8])N1C=CN=C1.[Br:10][C:11]1[CH:16]=[CH:15][C:14]([C:17]([OH:20])([CH3:19])[CH3:18])=[CH:13][CH:12]=1.C(=O)(O)[O-].[Na+]. The catalyst is O1CCCC1. The product is [Br:10][C:11]1[CH:12]=[CH:13][C:14]([C:17]([CH3:19])([O:20][Si:2]([CH3:1])([CH3:8])[CH3:9])[CH3:18])=[CH:15][CH:16]=1. The yield is 0.870. (2) The reactants are [Br:1][C:2]1[CH:7]=[CH:6][C:5]([C:8]2[N:9]([CH2:14][C@@H:15]3[CH2:19][CH2:18][N:17]([C:20]([CH:22]4[CH2:24][CH2:23]4)=[O:21])[CH2:16]3)[C:10](=[O:13])[NH:11][N:12]=2)=[C:4]([F:25])[CH:3]=1.[C:26]([O-])([O-])=O.[K+].[K+].IC. The catalyst is CC#N. The product is [Br:1][C:2]1[CH:7]=[CH:6][C:5]([C:8]2[N:9]([CH2:14][C@@H:15]3[CH2:19][CH2:18][N:17]([C:20]([CH:22]4[CH2:23][CH2:24]4)=[O:21])[CH2:16]3)[C:10](=[O:13])[N:11]([CH3:26])[N:12]=2)=[C:4]([F:25])[CH:3]=1. The yield is 0.770.